Predict the reactants needed to synthesize the given product. From a dataset of Full USPTO retrosynthesis dataset with 1.9M reactions from patents (1976-2016). (1) Given the product [N+:10]([C:8]1[CH:9]=[C:4]([Cl:3])[CH:5]=[C:6]([Br:1])[C:7]=1[OH:13])([O-:12])=[O:11], predict the reactants needed to synthesize it. The reactants are: [Br:1]Br.[Cl:3][C:4]1[CH:9]=[C:8]([N+:10]([O-:12])=[O:11])[C:7]([OH:13])=[CH:6][CH:5]=1.N1C=CC=CC=1. (2) Given the product [C:11]([NH:1][C:2]1[CH:10]=[CH:9][C:5]([C:6]([OH:8])=[O:7])=[CH:4][N:3]=1)(=[O:13])[CH3:12], predict the reactants needed to synthesize it. The reactants are: [NH2:1][C:2]1[CH:10]=[CH:9][C:5]([C:6]([OH:8])=[O:7])=[CH:4][N:3]=1.[C:11](OC(=O)C)(=[O:13])[CH3:12].C(OCC)(=O)C.Cl. (3) Given the product [C:2]([C:4]1[CH:9]=[CH:8][C:7]([NH:10][S:17]([CH3:20])(=[O:19])=[O:18])=[CH:6][CH:5]=1)(=[O:3])[CH3:1], predict the reactants needed to synthesize it. The reactants are: [CH3:1][C:2]([C:4]1[CH:9]=[CH:8][C:7]([NH2:10])=[CH:6][CH:5]=1)=[O:3].N1C=CC=CC=1.[S:17](Cl)([CH3:20])(=[O:19])=[O:18]. (4) Given the product [ClH:21].[NH2:18][CH2:17][C:14]1[CH:13]=[CH:12][CH:11]=[C:10]2[C:15]=1[CH2:16][N:8]([CH:7]1[CH2:6][CH2:5][C:4](=[O:20])[NH:3][C:2]1=[O:1])[C:9]2=[O:19], predict the reactants needed to synthesize it. The reactants are: [O:1]=[C:2]1[CH:7]([N:8]2[CH2:16][C:15]3[C:14]([C:17]#[N:18])=[CH:13][CH:12]=[CH:11][C:10]=3[C:9]2=[O:19])[CH2:6][CH2:5][C:4](=[O:20])[NH:3]1.[ClH:21]. (5) Given the product [C:1]([O:5][C:6]([N:8]1[CH2:13][CH2:12][N:11]([C:14]2[CH:19]=[CH:18][CH:17]=[CH:16][C:15]=2[C:20]2[CH:25]=[CH:24][C:23]([CH2:26][N:27]3[C:35]4[C:30](=[CH:31][C:32]([Br:39])=[CH:33][CH:34]=4)[CH:29]=[CH:28]3)=[CH:22][CH:21]=2)[CH2:10][CH2:9]1)=[O:7])([CH3:4])([CH3:3])[CH3:2], predict the reactants needed to synthesize it. The reactants are: [C:1]([O:5][C:6]([N:8]1[CH2:13][CH2:12][N:11]([C:14]2[CH:19]=[CH:18][CH:17]=[CH:16][C:15]=2[C:20]2[CH:25]=[CH:24][C:23]([CH2:26][N:27]3[C:35]4[C:30](=[CH:31][C:32](F)=[CH:33][CH:34]=4)[CH:29]=[CH:28]3)=[CH:22][CH:21]=2)[CH2:10][CH2:9]1)=[O:7])([CH3:4])([CH3:3])[CH3:2].[OH-].[Na+].[Br:39]C1C=C2C(=CC=1)NC=C2.